From a dataset of Peptide-MHC class I binding affinity with 185,985 pairs from IEDB/IMGT. Regression. Given a peptide amino acid sequence and an MHC pseudo amino acid sequence, predict their binding affinity value. This is MHC class I binding data. (1) The peptide sequence is SLSEPWRDF. The MHC is HLA-B27:05 with pseudo-sequence HLA-B27:05. The binding affinity (normalized) is 0.376. (2) The peptide sequence is YTFFFTQYF. The MHC is HLA-C12:03 with pseudo-sequence HLA-C12:03. The binding affinity (normalized) is 0.650.